Dataset: NCI-60 drug combinations with 297,098 pairs across 59 cell lines. Task: Regression. Given two drug SMILES strings and cell line genomic features, predict the synergy score measuring deviation from expected non-interaction effect. (1) Drug 1: CC1=C(C(=CC=C1)Cl)NC(=O)C2=CN=C(S2)NC3=CC(=NC(=N3)C)N4CCN(CC4)CCO. Drug 2: CN(C(=O)NC(C=O)C(C(C(CO)O)O)O)N=O. Cell line: SF-539. Synergy scores: CSS=-0.320, Synergy_ZIP=0.121, Synergy_Bliss=1.82, Synergy_Loewe=-2.20, Synergy_HSA=-2.24. (2) Drug 1: CC12CCC3C(C1CCC2NC(=O)OCC(F)(F)F)CCC4C3(C=CC(=O)N4C)C. Drug 2: CCC1=C2CN3C(=CC4=C(C3=O)COC(=O)C4(CC)O)C2=NC5=C1C=C(C=C5)O. Cell line: T-47D. Synergy scores: CSS=24.0, Synergy_ZIP=-2.97, Synergy_Bliss=1.32, Synergy_Loewe=-15.3, Synergy_HSA=2.59. (3) Drug 1: CC12CCC3C(C1CCC2O)C(CC4=C3C=CC(=C4)O)CCCCCCCCCS(=O)CCCC(C(F)(F)F)(F)F. Drug 2: COC1=C2C(=CC3=C1OC=C3)C=CC(=O)O2. Cell line: NCI-H226. Synergy scores: CSS=-5.67, Synergy_ZIP=1.82, Synergy_Bliss=-2.45, Synergy_Loewe=-4.80, Synergy_HSA=-5.63. (4) Drug 1: C1CC(=O)NC(=O)C1N2CC3=C(C2=O)C=CC=C3N. Drug 2: CC12CCC3C(C1CCC2O)C(CC4=C3C=CC(=C4)O)CCCCCCCCCS(=O)CCCC(C(F)(F)F)(F)F. Cell line: NCI/ADR-RES. Synergy scores: CSS=4.49, Synergy_ZIP=-3.00, Synergy_Bliss=-1.77, Synergy_Loewe=-1.13, Synergy_HSA=-0.572. (5) Drug 1: CC(C1=C(C=CC(=C1Cl)F)Cl)OC2=C(N=CC(=C2)C3=CN(N=C3)C4CCNCC4)N. Drug 2: CC1C(C(CC(O1)OC2CC(CC3=C2C(=C4C(=C3O)C(=O)C5=CC=CC=C5C4=O)O)(C(=O)C)O)N)O. Cell line: SF-539. Synergy scores: CSS=38.4, Synergy_ZIP=-1.39, Synergy_Bliss=-3.55, Synergy_Loewe=-22.0, Synergy_HSA=-2.85. (6) Drug 1: C1=CC(=CC=C1C#N)C(C2=CC=C(C=C2)C#N)N3C=NC=N3. Drug 2: CC1=C(C(CCC1)(C)C)C=CC(=CC=CC(=CC(=O)O)C)C. Cell line: CAKI-1. Synergy scores: CSS=11.6, Synergy_ZIP=-5.28, Synergy_Bliss=-5.08, Synergy_Loewe=-5.80, Synergy_HSA=-4.65. (7) Drug 1: C1CC(=O)NC(=O)C1N2CC3=C(C2=O)C=CC=C3N. Drug 2: CC1C(C(=O)NC(C(=O)N2CCCC2C(=O)N(CC(=O)N(C(C(=O)O1)C(C)C)C)C)C(C)C)NC(=O)C3=C4C(=C(C=C3)C)OC5=C(C(=O)C(=C(C5=N4)C(=O)NC6C(OC(=O)C(N(C(=O)CN(C(=O)C7CCCN7C(=O)C(NC6=O)C(C)C)C)C)C(C)C)C)N)C. Cell line: DU-145. Synergy scores: CSS=2.62, Synergy_ZIP=-0.585, Synergy_Bliss=1.33, Synergy_Loewe=0.873, Synergy_HSA=0.881. (8) Drug 1: CN(C)N=NC1=C(NC=N1)C(=O)N. Drug 2: C1CNP(=O)(OC1)N(CCCl)CCCl. Cell line: SR. Synergy scores: CSS=1.87, Synergy_ZIP=-1.09, Synergy_Bliss=-0.607, Synergy_Loewe=-1.72, Synergy_HSA=-0.905.